Dataset: Catalyst prediction with 721,799 reactions and 888 catalyst types from USPTO. Task: Predict which catalyst facilitates the given reaction. (1) Reactant: Cl.[CH2:2]([O:9][C:10]1[CH:15]=[CH:14][C:13]([C@@H:16]2[CH2:18][C@H:17]2[NH:19][CH2:20][C:21]2[O:25][C:24]([NH:26]C(=O)OC(C)(C)C)=[N:23][N:22]=2)=[CH:12][CH:11]=1)[C:3]1[CH:8]=[CH:7][CH:6]=[CH:5][CH:4]=1. Product: [CH2:2]([O:9][C:10]1[CH:11]=[CH:12][C:13]([C@@H:16]2[CH2:18][C@H:17]2[NH:19][CH2:20][C:21]2[O:25][C:24]([NH2:26])=[N:23][N:22]=2)=[CH:14][CH:15]=1)[C:3]1[CH:8]=[CH:7][CH:6]=[CH:5][CH:4]=1. The catalyst class is: 12. (2) Reactant: C([O:3][C:4](=[O:33])[C:5]([CH3:32])([O:7][C:8]1[CH:13]=[CH:12][C:11]([O:14][CH2:15][CH2:16][CH2:17][N:18]2[C:23](=[O:24])[C:22]3[N:25]([CH3:31])[N:26]=[C:27]([CH2:28][CH2:29][CH3:30])[C:21]=3[N:20]=[CH:19]2)=[CH:10][CH:9]=1)[CH3:6])C.C(=O)([O-])[O-].[Na+].[Na+]. Product: [CH3:32][C:5]([O:7][C:8]1[CH:13]=[CH:12][C:11]([O:14][CH2:15][CH2:16][CH2:17][N:18]2[C:23](=[O:24])[C:22]3[N:25]([CH3:31])[N:26]=[C:27]([CH2:28][CH2:29][CH3:30])[C:21]=3[N:20]=[CH:19]2)=[CH:10][CH:9]=1)([CH3:6])[C:4]([OH:33])=[O:3]. The catalyst class is: 24. (3) The catalyst class is: 2. Reactant: [OH:1][C@H:2]1[CH2:6][C:5](=[O:7])[CH:4]=[CH:3]1.CN(CC)C.[Si:13](Cl)([C:16]([CH3:19])([CH3:18])[CH3:17])([CH3:15])[CH3:14].C(OCC)(=O)C. Product: [CH3:17][C:16]([Si:13]([CH3:15])([CH3:14])[O:7][C@H:5]1[CH2:6][C:2](=[O:1])[CH:3]=[CH:4]1)([CH3:19])[CH3:18].